From a dataset of Full USPTO retrosynthesis dataset with 1.9M reactions from patents (1976-2016). Predict the reactants needed to synthesize the given product. (1) Given the product [Cl:1][C:2]1[CH:3]=[C:4]([C:5]2[O:7][N:28]=[C:27]([C:29]3[C:34]4[CH:35]=[CH:36][O:37][C:33]=4[C:32]([O:38][CH2:39][O:40][CH2:41][CH2:42][Si:43]([CH3:46])([CH3:45])[CH3:44])=[CH:31][CH:30]=3)[N:26]=2)[CH:8]=[CH:9][C:10]=1[O:11][CH:12]([CH3:14])[CH3:13], predict the reactants needed to synthesize it. The reactants are: [Cl:1][C:2]1[CH:3]=[C:4]([CH:8]=[CH:9][C:10]=1[O:11][CH:12]([CH3:14])[CH3:13])[C:5]([OH:7])=O.C1C=CC2N(O)N=NC=2C=1.O[NH:26][C:27]([C:29]1[CH:30]=[CH:31][C:32]([O:38][CH2:39][O:40][CH2:41][CH2:42][Si:43]([CH3:46])([CH3:45])[CH3:44])=[C:33]2[O:37][CH:36]=[CH:35][C:34]=12)=[NH:28].CCCC[N+](CCCC)(CCCC)CCCC.[F-]. (2) Given the product [F:30][C:31]1[CH:32]=[C:33]2[C:37](=[CH:38][CH:39]=1)[N:36]([C:26]([C:22]1[N:23]=[CH:24][N:25]=[C:20]([N:17]3[CH2:18][CH2:19][CH:14]([N:10]4[CH2:9][CH2:8][C:7]5[CH:29]=[C:3]([O:2][CH3:1])[CH:4]=[CH:5][C:6]=5[NH:12][C:11]4=[O:13])[CH2:15][CH2:16]3)[CH:21]=1)=[O:27])[CH2:35][CH:34]2[CH3:40], predict the reactants needed to synthesize it. The reactants are: [CH3:1][O:2][C:3]1[CH:4]=[CH:5][C:6]2[NH:12][C:11](=[O:13])[N:10]([CH:14]3[CH2:19][CH2:18][N:17]([C:20]4[N:25]=[CH:24][N:23]=[C:22]([C:26](O)=[O:27])[CH:21]=4)[CH2:16][CH2:15]3)[CH2:9][CH2:8][C:7]=2[CH:29]=1.[F:30][C:31]1[CH:32]=[C:33]2[C:37](=[CH:38][CH:39]=1)[NH:36][CH2:35][CH:34]2[CH3:40].CN(C(ON1N=NC2C=CC=CC1=2)=[N+](C)C)C.[B-](F)(F)(F)F. (3) Given the product [CH2:1]([C@@H:3]1[CH2:8][CH2:7][C@H:6]([O:9][C:10]2[C:19]([C:20]([F:21])([F:22])[F:23])=[C:18]3[C:13]([CH:14]=[CH:15][C:16]([C:24](=[O:26])[CH3:25])=[CH:17]3)=[CH:12][CH:11]=2)[CH2:5][CH2:4]1)[CH3:2], predict the reactants needed to synthesize it. The reactants are: [CH2:1]([CH:3]1[CH2:8][CH2:7][CH:6]([O:9][C:10]2[C:19]([C:20]([F:23])([F:22])[F:21])=[C:18]3[C:13]([CH:14]=[CH:15][C:16]([CH:24]([OH:26])[CH3:25])=[CH:17]3)=[CH:12][CH:11]=2)[CH2:5][CH2:4]1)[CH3:2].C(Cl)Cl.CC(OI1(OC(C)=O)(OC(C)=O)OC(=O)C2C=CC=CC1=2)=O. (4) The reactants are: [CH3:1][O:2][C:3](=[O:17])[CH:4]([NH2:16])[CH:5]([C:10]1[CH:15]=[CH:14][CH:13]=[CH:12][CH:11]=1)[C:6]([F:9])([F:8])[F:7].[Cl:18][C:19]1[S:23][C:22]([S:24](Cl)(=[O:26])=[O:25])=[CH:21][CH:20]=1.N1C=CC=CC=1. Given the product [CH3:1][O:2][C:3](=[O:17])[CH:4]([NH:16][S:24]([C:22]1[S:23][C:19]([Cl:18])=[CH:20][CH:21]=1)(=[O:26])=[O:25])[CH:5]([C:10]1[CH:15]=[CH:14][CH:13]=[CH:12][CH:11]=1)[C:6]([F:8])([F:7])[F:9], predict the reactants needed to synthesize it. (5) Given the product [Cl:1]([O-:5])(=[O:4])(=[O:3])=[O:2].[CH:19]1([PH+:12]([CH:6]2[CH2:7][CH2:8][CH2:9][CH2:10][CH2:11]2)[CH:13]2[CH2:18][CH2:17][CH2:16][CH2:15][CH2:14]2)[CH2:20][CH2:21][CH2:22][CH2:23][CH2:24]1, predict the reactants needed to synthesize it. The reactants are: [Cl:1]([OH:5])(=[O:4])(=[O:3])=[O:2].[CH:6]1([P:12]([CH:19]2[CH2:24][CH2:23][CH2:22][CH2:21][CH2:20]2)[CH:13]2[CH2:18][CH2:17][CH2:16][CH2:15][CH2:14]2)[CH2:11][CH2:10][CH2:9][CH2:8][CH2:7]1. (6) The reactants are: [NH2:1][CH2:2][C:3]1[CH:8]=[CH:7][C:6]([C:9]2[C:17]3[C:16]([NH2:18])=[N:15][CH:14]=[N:13][C:12]=3[N:11]([C@H:19]3[CH2:24][CH2:23][C@H:22]([N:25]4[CH2:30][CH2:29][N:28]([CH3:31])[CH2:27][CH2:26]4)[CH2:21][CH2:20]3)[CH:10]=2)=[CH:5][CH:4]=1.[C:32](Cl)(=[O:39])[C:33]1[CH:38]=[CH:37][CH:36]=[CH:35][CH:34]=1. Given the product [NH2:18][C:16]1[C:17]2[C:9]([C:6]3[CH:5]=[CH:4][C:3]([CH2:2][NH:1][C:32](=[O:39])[C:33]4[CH:38]=[CH:37][CH:36]=[CH:35][CH:34]=4)=[CH:8][CH:7]=3)=[CH:10][N:11]([C@H:19]3[CH2:24][CH2:23][C@H:22]([N:25]4[CH2:26][CH2:27][N:28]([CH3:31])[CH2:29][CH2:30]4)[CH2:21][CH2:20]3)[C:12]=2[N:13]=[CH:14][N:15]=1, predict the reactants needed to synthesize it. (7) Given the product [Br:9][CH2:10][CH2:11][CH2:12][N:2]([CH3:1])[C:3]1[CH:8]=[CH:7][CH:6]=[CH:5][CH:4]=1, predict the reactants needed to synthesize it. The reactants are: [CH3:1][NH:2][C:3]1[CH:8]=[CH:7][CH:6]=[CH:5][CH:4]=1.[Br:9][CH2:10][CH2:11][CH2:12]Br.C(N(C(C)C)CC)(C)C. (8) The reactants are: [Na+:1].C([O:9][C:10]1[CH:15]=[CH:14][CH:13]=[CH:12][C:11]=1[NH:16][C:17]([C:19]1[N:23]([CH:24]([CH3:26])[CH3:25])[C:22]([CH:27]=[CH:28][C@@H:29]([OH:37])[CH2:30][C@@H:31]([OH:36])[CH2:32][C:33]([O-:35])=[O:34])=[C:21]([C:38]2[CH:43]=[CH:42][C:41]([F:44])=[CH:40][CH:39]=2)[C:20]=1[C:45]1[CH:50]=[CH:49][C:48]([F:51])=[CH:47][CH:46]=1)=[O:18])C1C=CC=CC=1. Given the product [Na+:1].[F:44][C:41]1[CH:42]=[CH:43][C:38]([C:21]2[C:20]([C:45]3[CH:50]=[CH:49][C:48]([F:51])=[CH:47][CH:46]=3)=[C:19]([C:17](=[O:18])[NH:16][C:11]3[CH:12]=[CH:13][CH:14]=[CH:15][C:10]=3[OH:9])[N:23]([CH:24]([CH3:26])[CH3:25])[C:22]=2[CH2:27][CH2:28][C@@H:29]([OH:37])[CH2:30][C@@H:31]([OH:36])[CH2:32][C:33]([O-:35])=[O:34])=[CH:39][CH:40]=1, predict the reactants needed to synthesize it. (9) Given the product [Cl:1][C:2]1[C:3]([N:8]2[C:12]([C:13]([NH:15][C:16]3[C:21]([C:22]([NH:24][CH3:25])=[O:23])=[CH:20][C:19]([C:33]#[N:34])=[CH:18][C:17]=3[CH3:27])=[O:14])=[CH:11][C:10]([C:28]([F:31])([F:30])[F:29])=[N:9]2)=[N:4][CH:5]=[CH:6][CH:7]=1, predict the reactants needed to synthesize it. The reactants are: [Cl:1][C:2]1[C:3]([N:8]2[C:12]([C:13]([NH:15][C:16]3[C:21]([C:22]([NH:24][CH3:25])=[O:23])=[CH:20][C:19](I)=[CH:18][C:17]=3[CH3:27])=[O:14])=[CH:11][C:10]([C:28]([F:31])([F:30])[F:29])=[N:9]2)=[N:4][CH:5]=[CH:6][CH:7]=1.[Cu][C:33]#[N:34]. (10) Given the product [CH3:31][C:14]1[N:13]([CH2:12][CH2:11][O:10][CH2:9][C:8]#[C:7][C:1]2[CH:6]=[CH:5][CH:4]=[CH:3][CH:2]=2)[C:21]2[C:20]([CH3:22])=[C:19]([CH3:23])[N:18]=[C:17]([NH2:36])[C:16]=2[N:15]=1, predict the reactants needed to synthesize it. The reactants are: [C:1]1([C:7]#[C:8][CH2:9][O:10][CH2:11][CH2:12][N:13]2[C:21]3[C:20]([CH3:22])=[C:19]([CH3:23])[N:18]=[C:17](OC4C=CC=CC=4)[C:16]=3[N:15]=[C:14]2[CH3:31])[CH:6]=[CH:5][CH:4]=[CH:3][CH:2]=1.C([O-])(=O)C.[NH4+:36].Cl.